Task: Predict the reactants needed to synthesize the given product.. Dataset: Full USPTO retrosynthesis dataset with 1.9M reactions from patents (1976-2016) (1) The reactants are: [CH3:1][O:2][C:3]1[CH:12]=[C:11]2[C:6]([C:7]([CH3:22])=[CH:8][C:9]([NH:13][C@H:14]3[CH2:19][C@@H:18]4[CH2:20][C@H:15]3[C@@H:16]([NH2:21])[CH2:17]4)=[N:10]2)=[CH:5][CH:4]=1.[CH3:23][N:24]1[C:32]2[C:27](=[CH:28][CH:29]=[CH:30][CH:31]=2)[C:26]([CH:33]=O)=[CH:25]1. Given the product [CH3:1][O:2][C:3]1[CH:12]=[C:11]2[C:6]([C:7]([CH3:22])=[CH:8][C:9]([NH:13][C@H:14]3[CH2:19][C@@H:18]4[CH2:20][C@H:15]3[C@@H:16]([NH:21][CH2:33][C:26]3[C:27]5[C:32](=[CH:31][CH:30]=[CH:29][CH:28]=5)[N:24]([CH3:23])[CH:25]=3)[CH2:17]4)=[N:10]2)=[CH:5][CH:4]=1, predict the reactants needed to synthesize it. (2) Given the product [CH2:10]([C:13]1([CH3:24])[C:14](=[O:16])[N:2]([CH3:1])[C:3](=[O:4])[NH:5][C:19]1=[O:21])[CH:11]=[CH2:12], predict the reactants needed to synthesize it. The reactants are: [CH3:1][NH:2][C:3]([NH2:5])=[O:4].N#N.[H-].[Na+].[CH2:10]([C:13]([CH3:24])([C:19]([O:21]CC)=O)[C:14]([O:16]CC)=O)[CH:11]=[CH2:12]. (3) Given the product [Cl:17][C:5]1[C:6]([NH:8][C:9]2[CH:13]=[C:12]([CH:14]3[CH2:16][CH2:15]3)[NH:11][N:10]=2)=[N:7][C:2]([C:18]#[N:19])=[N:3][CH:4]=1, predict the reactants needed to synthesize it. The reactants are: Br[C:2]1[N:7]=[C:6]([NH:8][C:9]2[CH:13]=[C:12]([CH:14]3[CH2:16][CH2:15]3)[NH:11][N:10]=2)[C:5]([Cl:17])=[CH:4][N:3]=1.[C-:18]#[N:19].[K+]. (4) Given the product [CH:15]1([NH:18][CH:11]2[CH2:10][CH2:9][NH:8][CH2:13][CH2:12]2)[CH2:17][CH2:16]1.[ClH:38], predict the reactants needed to synthesize it. The reactants are: C(OC([N:8]1[CH2:13][CH2:12][C:11](=O)[CH2:10][CH2:9]1)=O)(C)(C)C.[CH:15]1([NH2:18])[CH2:17][CH2:16]1.C(O[BH-](OC(=O)C)OC(=O)C)(=O)C.[Na+].C(=O)([O-])O.[Na+].[Cl:38]CCCl. (5) Given the product [F:29][C:27]1[C:26](=[O:30])[NH:25][C:24](=[O:31])[N:23]([CH:20]2[CH2:21][CH2:22][CH:18]([O:17][CH:12]([P:8]([OH:10])([OH:9])=[O:7])[C:13]([OH:15])=[O:14])[CH2:19]2)[CH:28]=1, predict the reactants needed to synthesize it. The reactants are: Br[Si](C)(C)C.C[O:7][P:8]([CH:12]([O:17][CH:18]1[CH2:22][CH2:21][CH:20]([N:23]2[CH:28]=[C:27]([F:29])[C:26](=[O:30])[NH:25][C:24]2=[O:31])[CH2:19]1)[C:13]([O:15]C)=[O:14])([O:10]C)=[O:9].CO.[OH-].[Li+].